Task: Regression/Classification. Given a drug SMILES string, predict its absorption, distribution, metabolism, or excretion properties. Task type varies by dataset: regression for continuous measurements (e.g., permeability, clearance, half-life) or binary classification for categorical outcomes (e.g., BBB penetration, CYP inhibition). Dataset: cyp2d6_veith.. Dataset: CYP2D6 inhibition data for predicting drug metabolism from PubChem BioAssay (1) The molecule is COc1cccc(Cn2c(=O)c(-c3cccs3)nc3cnc(N4CCOCC4)nc32)c1. The result is 0 (non-inhibitor). (2) The drug is COc1ccc(-c2c(C)nn(Cc3ccccc3)c2N)cc1. The result is 1 (inhibitor). (3) The compound is CN(C)CCNC(=S)Nc1cccc(Cl)c1. The result is 0 (non-inhibitor). (4) The molecule is CC(C)NC(=O)N1CCC2(CC1)CCN(S(=O)(=O)c1ccccc1)CC2. The result is 0 (non-inhibitor).